From a dataset of Tox21: 12 toxicity assays (nuclear receptors and stress response pathways). Binary classification across 12 toxicity assays. (1) The molecule is NC(=O)n1c(O)c(C(=O)c2cccs2)c2cc(Cl)ccc21. It tested positive (active) for: NR-AhR (Aryl hydrocarbon Receptor agonist activity), SR-MMP (Mitochondrial Membrane Potential disruption), and SR-p53 (p53 tumor suppressor activation). (2) The compound is CCNc1nc(Cl)nc(NC(C)(C)C)n1. It tested positive (active) for: NR-ER (Estrogen Receptor agonist activity), and NR-ER-LBD (Estrogen Receptor Ligand Binding Domain agonist). (3) The drug is CCCCOc1ccc(C(=O)CCN2CCCCC2)cc1. It tested positive (active) for: NR-ER (Estrogen Receptor agonist activity), and SR-ARE (Antioxidant Response Element (oxidative stress)). (4) The molecule is O=C(Nc1ccc(Cl)c(Cl)c1)C1CC1. It tested positive (active) for: NR-AhR (Aryl hydrocarbon Receptor agonist activity), and SR-ARE (Antioxidant Response Element (oxidative stress)). (5) The compound is CCCCCCCCOC(=O)c1ccc(O)cc1. It tested positive (active) for: NR-ER (Estrogen Receptor agonist activity), NR-ER-LBD (Estrogen Receptor Ligand Binding Domain agonist), and SR-MMP (Mitochondrial Membrane Potential disruption). (6) The compound is Cc1cc(C(C)(C)c2cc(C)c(O)c(C)c2)cc(C)c1O. It tested positive (active) for: NR-ER (Estrogen Receptor agonist activity), NR-ER-LBD (Estrogen Receptor Ligand Binding Domain agonist), and SR-p53 (p53 tumor suppressor activation). (7) The molecule is CC(=O)Oc1ccc(C2(c3ccc(OC(C)=O)cc3)C(=O)Nc3ccccc32)cc1. It tested positive (active) for: SR-MMP (Mitochondrial Membrane Potential disruption), and SR-p53 (p53 tumor suppressor activation).